Dataset: Forward reaction prediction with 1.9M reactions from USPTO patents (1976-2016). Task: Predict the product of the given reaction. The product is: [Br:1][C:2]1[CH:3]=[C:4]2[C:9](=[CH:10][CH:11]=1)[N:8]=[CH:7][CH:6]=[C:5]2[S:12][C:13]1([C:18]([OH:20])=[O:19])[CH2:17][CH2:16][CH2:15][CH2:14]1. Given the reactants [Br:1][C:2]1[CH:3]=[C:4]2[C:9](=[CH:10][CH:11]=1)[N:8]=[CH:7][CH:6]=[C:5]2[S:12][C:13]1([C:18]([O:20]CC)=[O:19])[CH2:17][CH2:16][CH2:15][CH2:14]1.O1CCCC1.O.[OH-].[Li+].[OH-].[Na+], predict the reaction product.